The task is: Predict the reaction yield, written as a fraction of the theoretical maximum amount of product (1.0 means a 100% yield; for example, 0.34 means a 34% yield).. This data is from Reaction yield outcomes from USPTO patents with 853,638 reactions. (1) The reactants are Br[C:2]1[CH:3]=[C:4]2[C:9](N[C@@H]3CCNC[C@H]3CC)=[C:8]([C:19]([NH2:21])=[O:20])[CH:7]=[N:6][N:5]2[CH:22]=1.OC(C)(C)C(O)=O.CCN(C(C)C)C(C)C.CN(C(ON1N=NC2C=CC=NC1=2)=[N+](C)C)C.F[P-](F)(F)(F)(F)F. The catalyst is ClCCl. The product is [N:6]1[N:5]2[CH:22]=[CH:2][CH:3]=[C:4]2[CH:9]=[C:8]([C:19]([NH2:21])=[O:20])[CH:7]=1. The yield is 0.707. (2) The reactants are FC(F)(F)C(O)=O.ClC1C=CC(C[N:14]2[C:19](=[O:20])[C:18]([C:21]3[O:22][C:23]([CH3:26])=[CH:24][N:25]=3)=[CH:17][N:16]=[C:15]2NC2C=CC(OCC3C=CC(OC)=CC=3)=CC=2)=CC=1.C1(OC)C=CC=CC=1. No catalyst specified. The product is [CH3:26][C:23]1[O:22][C:21]([C:18]2[C:19](=[O:20])[NH:14][CH:15]=[N:16][CH:17]=2)=[N:25][CH:24]=1. The yield is 0.990. (3) The reactants are Cl[C:2]1[N:10]=[C:9]([S:11][CH2:12][C:13]2[CH:18]=[CH:17][CH:16]=[CH:15][CH:14]=2)[N:8]=[C:7]2[C:3]=1[NH:4][C:5](=[O:19])[NH:6]2.[CH:20]([N:23](C(C)C)CC)([CH3:22])[CH3:21].CN1CCCC1=[O:35].Cl. The catalyst is N[C@H](CO)C.O. The product is [OH:35][CH2:21][C@H:20]([NH:23][C:2]1[N:10]=[C:9]([S:11][CH2:12][C:13]2[CH:18]=[CH:17][CH:16]=[CH:15][CH:14]=2)[N:8]=[C:7]2[C:3]=1[NH:4][C:5](=[O:19])[NH:6]2)[CH3:22]. The yield is 0.190. (4) The product is [C:5]([C:12]1[C:13]2[O:17][CH2:16][C:15]([CH3:18])([CH3:19])[C:14]=2[CH:20]=[C:10]([Br:9])[CH:11]=1)(=[O:7])[CH3:6]. The reactants are [Cl-].[Al+3].[Cl-].[Cl-].[C:5](Cl)(=[O:7])[CH3:6].[Br:9][C:10]1[CH:11]=[CH:12][C:13]2[O:17][CH2:16][C:15]([CH3:19])([CH3:18])[C:14]=2[CH:20]=1.O. The catalyst is ClCCl. The yield is 0.670. (5) The reactants are [NH2:1][C:2]1[C:3]([C:9]([O:11][CH3:12])=[O:10])=[N:4][CH:5]=[C:6]([F:8])[CH:7]=1.C1C(=O)N([Br:20])C(=O)C1. The catalyst is C(#N)C. The product is [NH2:1][C:2]1[C:3]([C:9]([O:11][CH3:12])=[O:10])=[N:4][C:5]([Br:20])=[C:6]([F:8])[CH:7]=1. The yield is 0.910. (6) The reactants are [CH2:1]([O:8][CH2:9][C:10]([C:15]1[CH:20]=[CH:19][C:18]([Br:21])=[CH:17][CH:16]=1)([CH2:13][OH:14])[CH2:11]O)[C:2]1[CH:7]=[CH:6][CH:5]=[CH:4][CH:3]=1.[Li]CCCC.C1(C)C=CC(S(Cl)(=O)=O)=CC=1. The catalyst is C1COCC1.C(OCC)C. The product is [CH2:1]([O:8][CH2:9][C:10]1([C:15]2[CH:20]=[CH:19][C:18]([Br:21])=[CH:17][CH:16]=2)[CH2:13][O:14][CH2:11]1)[C:2]1[CH:7]=[CH:6][CH:5]=[CH:4][CH:3]=1. The yield is 0.570.